This data is from Human Reference Interactome with 51,813 positive PPI pairs across 8,248 proteins, plus equal number of experimentally-validated negative pairs. The task is: Binary Classification. Given two protein amino acid sequences, predict whether they physically interact or not. (1) Protein 1 (ENSG00000198690) has sequence MMSEGKPPDKKRPRRSLSISKNKKKASNSIISCFNNAPPAKLACPVCSKMVPRYDLNRHLDEMCANNDFVQVDPGQVGLINSNVSMVDLTSVTLEDVTPKKSPPPKTNLTPGQSDSAKREVKQKISPYFKSNDVVCKNQDELRNRSVKVICLGSLASKLSRKYVKAKKSIDKDEEFAGSSPQSSKSTVVKSLIDNSSEIEDEDQILENSSQKENVFKCDSLKEECIPEHMVRGSKIMEAESQKATRECEKSALTPGFSDNAIMLFSPDFTLRNTLKSTSEDSLVKQECIKEVVEKREACH.... Protein 2 (ENSG00000163739) has sequence MARAALSAAPSNPRLLRVALLLLLLVAAGRRAAGASVATELRCQCLQTLQGIHPKNIQSVNVKSPGPHCAQTEVIATLKNGRKACLNPASPIVKKIIEKMLNSDKSN*. Result: 0 (the proteins do not interact). (2) Protein 1 (ENSG00000116584) has sequence MSRIESLTRARIDRSRELASKTREKEKMKEAKDARYTNGHLFTTISVSGMTMCYACNKSITAKEALICPTCNVTIHNRCKDTLANCTKVKQKQQKAALLKNNTALQSVSLRSKTTIRERPSSAIYPSDSFRQSLLGSRRGRSSLSLAKSVSTTNIAGHFNDESPLGLRRILSQSTDSLNMRNRTLSVESLIDEEVIYSELMSDFEMDEKDFAADSWSLAVDSSFLQQHKKEVMKQQDVIYELIQTELHHVRTLKIMTRLFRTGMLEELHLEPGVVQGLFPCVDELSDIHTRFLSQLLERR.... Protein 2 (ENSG00000144339) has sequence MVLWESPRQCSSWTLCEGFCWLLLLPVMLLIVARPVKLAAFPTSLSDCQTPTGWNCSGYDDRENDLFLCDTNTCKFDGECLRIGDTVTCVCQFKCNNDYVPVCGSNGESYQNECYLRQAACKQQSEILVVSEGSCATDAGSGSGDGVHEGSGETSQKETSTCDICQFGAECDEDAEDVWCVCNIDCSQTNFNPLCASDGKSYDNACQIKEASCQKQEKIEVMSLGRCQDNTTTTTKSEDGHYARTDYAENANKLEESAREHHIPCPEHYNGFCMHGKCEHSINMQEPSCRCDAGYTGQHC.... Result: 0 (the proteins do not interact). (3) Protein 1 (ENSG00000181781) has sequence MGTLSCDSTPRLATAPLGRRVTEGQIPETGLRKSCGTATLENGSGPGLYVLPSTVGFINHDCTRVASPAYSLVRRPSEAPPQDTSPGPIYFLDPKVTRFGRSCTPAYSMQGRAKSRGPEVTPGPGAYSPEKVPPVRHRTPPAFTLGCRLPLKPLDTSAPAPNAYTMPPLWGSQIFTKPSSPSYTVVGRTPPARPPQDPAEIPGPGQYDSPDANTYRQRLPAFTMLGRPRAPRPLEETPGPGAHCPEQVTVNKARAPAFSMGIRHSKRASTMAATTPSRPAGHRLPGRCC*MGTLSCDSTP.... Protein 2 (ENSG00000162511) has sequence MDPRLSTVRQTCCCFNVRIATTALAIYHVIMSVLLFIEHSVEVAHGKASCKLSQMGYLRIADLISSFLLITMLFIISLSLLIGVVKNREKYLLPFLSLQIMDYLLCLLTLLGSYIELPAYLKLASRSRASSSKFPLMTLQLLDFCLSILTLCSSYMEVPTYLNFKSMNHMNYLPSQEDMPHNQFIKMMIIFSIAFITVLIFKVYMFKCVWRCYRLIKCMNSVEEKRNSKMLQKVVLPSYEEALSLPSKTPEGGPAPPPYSEV*. Result: 0 (the proteins do not interact). (4) Protein 1 (ENSG00000198681) has sequence MSLEQRSLHCKPEEALEAQQEALGLVCVQAATSSSSPLVLGTLEEVPTAGSTDPPQSPQGASAFPTTINFTRQRQPSEGSSSREEEGPSTSCILESLFRAVITKKVADLVGFLLLKYRAREPVTKAEMLESVIKNYKHCFPEIFGKASESLQLVFGIDVKEADPTGHSYVLVTCLGLSYDGLLGDNQIMPKTGFLIIVLVMIAMEGGHAPEEEIWEELSVMEVYDGREHSAYGEPRKLLTQDLVQEKYLEYRQVPDSDPARYEFLWGPRALAETSYVKVLEYVIKVSARVRFFFPSLREA.... Protein 2 (ENSG00000000419) has sequence MASLEVSRSPRRSRRELEVRSPRQNKYSVLLPTYNERENLPLIVWLLVKSFSESGINYEIIIIDDGSPDGTRDVAEQLEKIYGSDRILLRPREKKLGLGTAYIHGMKHATGNYIIIMDADLSHHPKFIPEFIRKQKEGNFDIVSGTRYKGNGGVYGWDLKRKIISRGANFLTQILLRPGASDLTGSFRLYRKEVLEKLIEKCVSKGYVFQMEMIVRARQLNYTIGEVPISFVDRVYGESKLGGNEIVSFLKGLLTLFATT*MASLEVSRSPRRSRRELEVRSPRQNKYSVLLPTYNEREN.... Result: 0 (the proteins do not interact). (5) Protein 1 (ENSG00000217555) has sequence MDNVQPKIKHRPFCFSVKGHVKMLRLALTVTSMTFFIIAQAPEPYIVITGFEVTVILFFILLYVLRLDRLMKWLFWPLLDIINSLVTTVFMLIVSVLALIPETTTLTVGGGVFALVTAVCCLADGALIYRKLLFNPSGPYQKKPVHEKKEVL*MDNVQPKIKHRPFCFSVKGHVKMLRLVFALVTAVCCLADGALIYRKLLFNPSGPYQKKPVHEKKEVL*MDNVQPKIKHRPFCFSVKGHVKMLRLDIINSLVTTVFMLIVSVLALIPETTTLTVGGGVFALVTAVCCLADGALIYRKL.... Protein 2 (ENSG00000172350) has sequence MAEKALEAVGCGLGPGAVAMAVTLEDGAEPPVLTTHLKKVENHITEAQRFSHLPKRSAVDIEFVELSYSVREGPCWRKRGYKTLLKCLSGKFCRRELIGIMGPSGAGKSTFMNILAGYRESGMKGQILVNGRPRELRTFRKMSCYIMQDDMLMAEKALEAVGCGLGPGAVAMAVTLEDGAEPPVLTTHLKKVENHITEAQRFSHLPKRSAVDIEFVELSYSVREGPCWRKRGYKTLLKCLSGKFCRRELIGIMGPSGAGKSTFMNILAGYRESGMKGQILVNGRPRELRTFRKMSCYIMQ.... Result: 0 (the proteins do not interact). (6) Protein 1 (ENSG00000105550) has sequence MDSDETGFEHSGLWVSVLAGLLLGACQAHPIPDSSPLLQFGGQVRQRYLYTDDAQQTEAHLEIREDGTVGGAADQSPESLLQLKALKPGVIQILGVKTSRFLCQRPDGALYGSLHFDPEACSFRELLLEDGYNVYQSEAHGLPLHLPGNKSPHRDPAPRGPARFLPLPGLPPALPEPPGILAPQPPDVGSSDPLSMVGPSQGRSPSYAS*. Protein 2 (ENSG00000133619) has sequence MRENYETLVSVGTAELLPLSAFLSPSEPGRAVGGGSHADEGQEPAGCGDPQGGQPRHSLHLTALVQLVKEIPEFLFGEVKGAMDSPESESRGASLDGERASPEAAAAREPCPLRGLLSCLPDGPTSQPHLATTPTDSSCSSGPTGDGVQGSPLPIKTADKPWPTRKEGPGALGGEPSPPTHSPSRRKSHRGQERGTSEAGISPGNSPLQGLINCLKEILVPGPRHPETSPSFLPPLPSLGTSRLTRADLGPGSPPWAVKTEAVSGDCPLQGLLHCLKELPEAQDRHPSPSGVGNRRLQEN.... Result: 0 (the proteins do not interact). (7) Protein 1 (ENSG00000100949) has sequence MHGRLKVKTSEEQAEAKRLEREQKLKLYQSATQAVFQKRQAGELDESVLELTSQILGANPDFATLWNCRREVLQQLETQKSPEELAALVKAELGFLESCLRVNPKSYGTWHHRCWLLGRLPEPNWTRELELCARFLEVDERNFHCWDYRRFVATQAAVPPAEELAFTDSLITRNFSNYSSWHYRSCLLPQLHPQPDSGPQGRLPEDVLLKELELVQNAFFTDPNDQSAWFYHRWLLGRADPQDALRCLHVSRDEACLTVSFSRPLLVGSRMEILLLMVDDSPLIVEWRTPDGRNRPSHVW.... Protein 2 (ENSG00000171608) has sequence MPPGVDCPMEFWTKEENQSVVVDFLLPTGVYLNFPVSRNANLSTIKQLLWHRAQYEPLFHMLSGPEAYVFTCINQTAEQQELEDEQRRLCDVQPFLPVLRLVAREGDRVKKLINSQISLLIGKGLHEFDSLCDPEVNDFRAKMCQFCEEAAARRQQLGWEAWLQYSFPLQLEPSAQTWGPGTLRLPNRALLVNVKFEGSEESFTFQVSTKDVPLALMACALRKKATVFRQPLVEQPEDYTLQVNGRHEYLYGSYPLCQFQVQKPRAKPPPIPAKKPSSVSLWSLEQPFRIELIQGSKVNA.... Result: 0 (the proteins do not interact).